Dataset: Full USPTO retrosynthesis dataset with 1.9M reactions from patents (1976-2016). Task: Predict the reactants needed to synthesize the given product. (1) Given the product [CH3:12][O:11][C:7]1[C:5]2[N:6]=[C:2]([N:20]3[CH2:24][CH2:23][CH:22]([CH2:25][O:26][C:27]4[CH:32]=[CH:31][CH:30]=[CH:29][C:28]=4[NH:33][S:34]([C:37]4[CH:42]=[CH:41][CH:40]=[CH:39][N:38]=4)(=[O:35])=[O:36])[CH2:21]3)[S:3][C:4]=2[CH:10]=[CH:9][CH:8]=1, predict the reactants needed to synthesize it. The reactants are: Cl[C:2]1[S:3][C:4]2[CH:10]=[CH:9][CH:8]=[C:7]([O:11][CH3:12])[C:5]=2[N:6]=1.FC(F)(F)C(O)=O.[NH:20]1[CH2:24][CH2:23][CH:22]([CH2:25][O:26][C:27]2[CH:32]=[CH:31][CH:30]=[CH:29][C:28]=2[NH:33][S:34]([C:37]2[CH:42]=[CH:41][CH:40]=[CH:39][N:38]=2)(=[O:36])=[O:35])[CH2:21]1. (2) Given the product [CH3:36][N:32]1[C:33](=[O:35])[C:34]2[C:25]([O:1][C:2]3[C:3]([CH3:16])=[C:4]([NH:8][C:9](=[O:15])[O:10][C:11]([CH3:12])([CH3:13])[CH3:14])[CH:5]=[CH:6][CH:7]=3)=[CH:26][C:27](=[O:47])[N:28]([CH3:46])[C:29]=2[N:30]([C:38]2[CH:43]=[CH:42][C:41]([I:44])=[CH:40][C:39]=2[F:45])[C:31]1=[O:37], predict the reactants needed to synthesize it. The reactants are: [OH:1][C:2]1[C:3]([CH3:16])=[C:4]([NH:8][C:9](=[O:15])[O:10][C:11]([CH3:14])([CH3:13])[CH3:12])[CH:5]=[CH:6][CH:7]=1.[H-].[Na+].FC(F)(F)S(O[C:25]1[C:34]2[C:33](=[O:35])[N:32]([CH3:36])[C:31](=[O:37])[N:30]([C:38]3[CH:43]=[CH:42][C:41]([I:44])=[CH:40][C:39]=3[F:45])[C:29]=2[N:28]([CH3:46])[C:27](=[O:47])[CH:26]=1)(=O)=O. (3) Given the product [C:15]([O:14][C:12]([N:9]1[CH2:8][CH2:7][C:6](=[CH:5][C:4]2[CH:19]=[CH:20][CH:21]=[C:2]([O:1][C:23]3[CH:28]=[CH:27][C:26]([F:29])=[CH:25][N:24]=3)[CH:3]=2)[CH2:11][CH2:10]1)=[O:13])([CH3:18])([CH3:16])[CH3:17], predict the reactants needed to synthesize it. The reactants are: [OH:1][C:2]1[CH:3]=[C:4]([CH:19]=[CH:20][CH:21]=1)[CH:5]=[C:6]1[CH2:11][CH2:10][N:9]([C:12]([O:14][C:15]([CH3:18])([CH3:17])[CH3:16])=[O:13])[CH2:8][CH2:7]1.Br[C:23]1[CH:28]=[CH:27][C:26]([F:29])=[CH:25][N:24]=1.C(=O)([O-])[O-].[Cs+].[Cs+]. (4) Given the product [CH3:1][C:2]1[C:10]([N+:11]([O-:13])=[O:12])=[CH:9][C:8]([C:14]([F:15])([F:16])[F:17])=[CH:7][C:3]=1[C:4]([O:6][CH3:18])=[O:5], predict the reactants needed to synthesize it. The reactants are: [CH3:1][C:2]1[C:10]([N+:11]([O-:13])=[O:12])=[CH:9][C:8]([C:14]([F:17])([F:16])[F:15])=[CH:7][C:3]=1[C:4]([OH:6])=[O:5].[CH3:18]N(C=O)C.IC.C(=O)([O-])[O-].[Na+].[Na+]. (5) The reactants are: [C:1]([O:5][C:6]([NH:8][CH2:9][CH2:10][C:11]([N:13]([CH2:25]C(O)=O)[CH2:14][CH2:15][C:16]1[CH:21]=[CH:20][C:19]([N+:22]([O-:24])=[O:23])=[CH:18][CH:17]=1)=O)=[O:7])([CH3:4])([CH3:3])[CH3:2].[C:29]([C:35]([O:37][CH3:38])=[O:36])#[C:30][C:31]([O:33][CH3:34])=[O:32]. Given the product [CH3:34][O:33][C:31]([C:30]1[C:29]([C:35]([O:37][CH3:38])=[O:36])=[CH:25][N:13]([CH2:14][CH2:15][C:16]2[CH:17]=[CH:18][C:19]([N+:22]([O-:24])=[O:23])=[CH:20][CH:21]=2)[C:11]=1[CH2:10][CH2:9][NH:8][C:6]([O:5][C:1]([CH3:4])([CH3:3])[CH3:2])=[O:7])=[O:32], predict the reactants needed to synthesize it. (6) Given the product [CH3:33][C:2]([CH3:1])([CH3:32])[C:3]#[C:4][C:5]1[S:9][C:8]([C:10]([OH:12])=[O:11])=[C:7]([N:14]([C@H:24]2[CH2:28][CH2:27][N:26]([CH2:29][CH3:30])[C:25]2=[O:31])[C:15]([C@H:17]2[CH2:22][CH2:21][C@H:20]([CH3:23])[CH2:19][CH2:18]2)=[O:16])[CH:6]=1, predict the reactants needed to synthesize it. The reactants are: [CH3:1][C:2]([CH3:33])([CH3:32])[C:3]#[C:4][C:5]1[S:9][C:8]([C:10]([O:12]C)=[O:11])=[C:7]([N:14]([C@H:24]2[CH2:28][CH2:27][N:26]([CH2:29][CH3:30])[C:25]2=[O:31])[C:15]([C@H:17]2[CH2:22][CH2:21][C@H:20]([CH3:23])[CH2:19][CH2:18]2)=[O:16])[CH:6]=1.O[Li].O.Cl. (7) Given the product [NH2:1][C:2]1[CH:11]=[CH:10][C:9]([C:12]([C:14]2[N:22]3[C:17]([C:18]([O:23][CH2:47][CH2:46][O:45][CH2:44][CH2:43][O:42][CH2:41][CH2:40][O:39][CH2:38][CH2:37][O:36][CH2:35][CH2:34][O:33][CH2:32][CH2:31][O:30][CH2:29][CH2:28][I:27])=[CH:19][CH:20]=[CH:21]3)=[C:16]([O:24][CH3:25])[C:15]=2[CH3:26])=[O:13])=[CH:8][C:3]=1[C:4]([O:6][CH3:7])=[O:5], predict the reactants needed to synthesize it. The reactants are: [NH2:1][C:2]1[CH:11]=[CH:10][C:9]([C:12]([C:14]2[N:22]3[C:17]([C:18]([OH:23])=[CH:19][CH:20]=[CH:21]3)=[C:16]([O:24][CH3:25])[C:15]=2[CH3:26])=[O:13])=[CH:8][C:3]=1[C:4]([O:6][CH3:7])=[O:5].[I:27][CH2:28][CH2:29][O:30][CH2:31][CH2:32][O:33][CH2:34][CH2:35][O:36][CH2:37][CH2:38][O:39][CH2:40][CH2:41][O:42][CH2:43][CH2:44][O:45][CH2:46][CH2:47]I.Cl. (8) Given the product [ClH:1].[ClH:1].[CH3:2][N:3]1[CH:7]=[C:6]([C:8]2[CH:13]=[CH:12][CH:11]=[C:10]([C:14]([F:15])([F:17])[F:16])[CH:9]=2)[N:5]=[C:4]1[CH:18]1[CH2:23][CH2:22][NH:21][CH2:20][CH2:19]1, predict the reactants needed to synthesize it. The reactants are: [ClH:1].[CH3:2][N:3]1[CH:7]=[C:6]([C:8]2[CH:13]=[CH:12][CH:11]=[C:10]([C:14]([F:17])([F:16])[F:15])[CH:9]=2)[N:5]=[C:4]1[CH:18]1[CH2:23][CH2:22][N:21](C(OCCCC)=O)[CH2:20][CH2:19]1. (9) Given the product [O:11]=[C:4]1[N:3]([C:12]2[CH:13]=[CH:14][C:15]([O:18][CH2:19][C:20]([F:23])([F:22])[F:21])=[CH:16][CH:17]=2)[C:2]([S:1][CH2:25][CH2:26][C:27]([O:29][CH2:30][CH3:31])=[O:28])=[N:7][C:6]2[CH:8]=[CH:9][NH:10][C:5]1=2, predict the reactants needed to synthesize it. The reactants are: [S:1]=[C:2]1[NH:7][C:6]2[CH:8]=[CH:9][NH:10][C:5]=2[C:4](=[O:11])[N:3]1[C:12]1[CH:17]=[CH:16][C:15]([O:18][CH2:19][C:20]([F:23])([F:22])[F:21])=[CH:14][CH:13]=1.Br[CH2:25][CH2:26][C:27]([O:29][CH2:30][CH3:31])=[O:28].[I-].[Na+].C(N(CC)CC)C. (10) Given the product [Cl:18][C:19]1[CH:20]=[CH:21][C:22]([N:25]2[CH:29]=[CH:28][C:27]([O:30][CH2:2][C:3]3[C:8]([S:9][CH3:10])=[CH:7][CH:6]=[CH:5][C:4]=3[N:11]3[C:15](=[O:16])[N:14]([CH3:17])[N:13]=[N:12]3)=[N:26]2)=[CH:23][CH:24]=1, predict the reactants needed to synthesize it. The reactants are: Br[CH2:2][C:3]1[C:8]([S:9][CH3:10])=[CH:7][CH:6]=[CH:5][C:4]=1[N:11]1[C:15](=[O:16])[N:14]([CH3:17])[N:13]=[N:12]1.[Cl:18][C:19]1[CH:24]=[CH:23][C:22]([N:25]2[CH:29]=[CH:28][C:27]([OH:30])=[N:26]2)=[CH:21][CH:20]=1.C(=O)([O-])[O-].[K+].[K+].C(#N)C.